Dataset: Experimentally validated miRNA-target interactions with 360,000+ pairs, plus equal number of negative samples. Task: Binary Classification. Given a miRNA mature sequence and a target amino acid sequence, predict their likelihood of interaction. The miRNA is hsa-miR-4536-3p with sequence UCGUGCAUAUAUCUACCACAU. The protein sequence of the target gene is MLTQLKAKSEGKLAKQICKVVLDHFEKQYSKELGDAWNTVREILTSPSCWQYAVLLNRFNYPFELEKDLHLKGYHTLSQGSLPNYPKSVKCYLSRTPGRIPSERHQIGNLKKYYLLNAASLLPVLALELRDGEKVLDLCAAPGGKSIALLQCACPGYLHCNEYDSLRLRWLRQTLESFIPQPLINVIKVSELDGRKMGDAQPEMFDKVLVDAPCSNDRSWLFSSDSQKASCRISQRRNLPLLQIELLRSAIKALRPGGILVYSTCTLSKAENQDVISEILNSHGNIMPMDIKGIARTCSH.... Result: 1 (interaction).